This data is from TCR-epitope binding with 47,182 pairs between 192 epitopes and 23,139 TCRs. The task is: Binary Classification. Given a T-cell receptor sequence (or CDR3 region) and an epitope sequence, predict whether binding occurs between them. (1) The epitope is KLSALGINAV. The TCR CDR3 sequence is CASSFLSGRRTETQYF. Result: 0 (the TCR does not bind to the epitope). (2) The epitope is KPLEFGATSAAL. The TCR CDR3 sequence is CASSLPGLASEQFF. Result: 1 (the TCR binds to the epitope).